From a dataset of Catalyst prediction with 721,799 reactions and 888 catalyst types from USPTO. Predict which catalyst facilitates the given reaction. (1) Reactant: [Si]([O:8][C@H:9]1[CH2:14][C@H:13]([O:15][C:16]2[C:21]([Cl:22])=[CH:20][C:19]([S:23]([N:26](CC3C=CC(OC)=CC=3OC)[C:27]3[CH:32]=[CH:31][N:30]=[CH:29][N:28]=3)(=[O:25])=[O:24])=[C:18]([F:44])[CH:17]=2)[C@@H:12]([C:45]2[N:49]([CH3:50])[N:48]=[CH:47][CH:46]=2)[CH2:11][CH2:10]1)(C(C)(C)C)(C)C.C([SiH](CC)CC)C.FC(F)(F)C(O)=O. Product: [Cl:22][C:21]1[C:16]([O:15][C@H:13]2[CH2:14][C@H:9]([OH:8])[CH2:10][CH2:11][C@@H:12]2[C:45]2[N:49]([CH3:50])[N:48]=[CH:47][CH:46]=2)=[CH:17][C:18]([F:44])=[C:19]([S:23]([NH:26][C:27]2[CH:32]=[CH:31][N:30]=[CH:29][N:28]=2)(=[O:25])=[O:24])[CH:20]=1. The catalyst class is: 4. (2) Reactant: [C:1](Cl)(=[O:17])[CH2:2][CH2:3][CH2:4][CH2:5][CH2:6][CH2:7][CH2:8][CH2:9][CH2:10][CH2:11][CH2:12][CH2:13][CH2:14][CH2:15][CH3:16].[OH:19][N:20]1[C:24](=[O:25])[CH2:23][CH2:22][C:21]1=[O:26].C(N(CC)CC)C. Product: [C:1]([O:19][N:20]1[C:24](=[O:25])[CH2:23][CH2:22][C:21]1=[O:26])(=[O:17])[CH2:2][CH2:3][CH2:4][CH2:5][CH2:6][CH2:7][CH2:8][CH2:9][CH2:10][CH2:11][CH2:12][CH2:13][CH2:14][CH2:15][CH3:16]. The catalyst class is: 22.